Dataset: Peptide-MHC class I binding affinity with 185,985 pairs from IEDB/IMGT. Task: Regression. Given a peptide amino acid sequence and an MHC pseudo amino acid sequence, predict their binding affinity value. This is MHC class I binding data. (1) The peptide sequence is DCIMTSYQY. The MHC is HLA-A29:02 with pseudo-sequence HLA-A29:02. The binding affinity (normalized) is 0.323. (2) The peptide sequence is TAFFNTCKPT. The MHC is HLA-A02:06 with pseudo-sequence HLA-A02:06. The binding affinity (normalized) is 0.0383. (3) The peptide sequence is VEIFKHLVF. The MHC is HLA-B44:02 with pseudo-sequence HLA-B44:02. The binding affinity (normalized) is 0.0847. (4) The peptide sequence is QFIKPVSDLY. The MHC is HLA-A31:01 with pseudo-sequence HLA-A31:01. The binding affinity (normalized) is 0.00662.